This data is from Forward reaction prediction with 1.9M reactions from USPTO patents (1976-2016). The task is: Predict the product of the given reaction. (1) Given the reactants C[O:2][C:3](=[O:22])[C:4]1[CH:18]=[C:17]([N+:19]([O-:21])=[O:20])[CH:16]=[C:6]([C:7]([N:9]([CH2:13][CH2:14][CH3:15])[CH2:10][CH2:11][CH3:12])=[O:8])[CH:5]=1.[OH-].[Li+].O.CO, predict the reaction product. The product is: [N+:19]([C:17]1[CH:16]=[C:6]([C:7]([N:9]([CH2:13][CH2:14][CH3:15])[CH2:10][CH2:11][CH3:12])=[O:8])[CH:5]=[C:4]([CH:18]=1)[C:3]([OH:22])=[O:2])([O-:21])=[O:20]. (2) Given the reactants [CH3:1][N:2]1[C:10]2[C:5](=[CH:6][C:7]([S:11]([C:14]3[CH:19]=[CH:18][CH:17]=[CH:16][CH:15]=3)(=[O:13])=[O:12])=[CH:8][CH:9]=2)[C:4]([CH2:20][CH2:21][NH:22][C:23](=[O:29])[O:24][C:25]([CH3:28])([CH3:27])[CH3:26])=[C:3]1[CH3:30].[H-].[Na+].[CH3:33]I, predict the reaction product. The product is: [CH3:1][N:2]1[C:10]2[C:5](=[CH:6][C:7]([S:11]([C:14]3[CH:19]=[CH:18][CH:17]=[CH:16][CH:15]=3)(=[O:13])=[O:12])=[CH:8][CH:9]=2)[C:4]([CH2:20][CH2:21][N:22]([CH3:33])[C:23](=[O:29])[O:24][C:25]([CH3:26])([CH3:27])[CH3:28])=[C:3]1[CH3:30]. (3) Given the reactants [F:1][C:2]1[CH:7]=[C:6]([N:8]=[C:9]=[O:10])[CH:5]=[C:4]([F:11])[CH:3]=1.[F:12][C:13]1[C:14](=[NH:21])[N:15]([CH3:20])[C:16](=[O:19])[NH:17][CH:18]=1, predict the reaction product. The product is: [F:1][C:2]1[CH:7]=[C:6]([NH:8][C:9]([N:17]2[CH:18]=[C:13]([F:12])[C:14](=[NH:21])[N:15]([CH3:20])[C:16]2=[O:19])=[O:10])[CH:5]=[C:4]([F:11])[CH:3]=1. (4) The product is: [Cl:1][C:2]1[CH:10]=[C:9]2[C:5]([C:6]([C:11]([N:13]3[CH2:14][CH2:15][CH:16]([C:19]4[C:24]([O:25][CH3:26])=[CH:23][CH:22]=[CH:21][C:20]=4[O:27][CH3:28])[CH2:17][CH2:18]3)=[O:12])=[CH:7][N:8]2[CH2:30][C:31]2[CH:36]=[CH:35][N:34]=[CH:33][CH:32]=2)=[CH:4][CH:3]=1. Given the reactants [Cl:1][C:2]1[CH:10]=[C:9]2[C:5]([C:6]([C:11]([N:13]3[CH2:18][CH2:17][CH:16]([C:19]4[C:24]([O:25][CH3:26])=[CH:23][CH:22]=[CH:21][C:20]=4[O:27][CH3:28])[CH2:15][CH2:14]3)=[O:12])=[CH:7][NH:8]2)=[CH:4][CH:3]=1.Cl[CH2:30][C:31]1[CH:36]=[CH:35][N:34]=[CH:33][CH:32]=1, predict the reaction product. (5) Given the reactants [OH:1][CH:2]([C:8]1[CH:13]=[CH:12][C:11]([C:14]#[C:15][C:16]2[CH:41]=[CH:40][C:19]([C:20]([N:22]([CH3:39])[C@:23]([CH3:38])([C:28]([NH:30][O:31]C3CCCCO3)=[O:29])[C:24]([NH:26][CH3:27])=[O:25])=[O:21])=[CH:18][CH:17]=2)=[CH:10][CH:9]=1)[CH2:3][O:4][CH2:5][CH2:6][OH:7].O.C1(C)C=CC(S(O)(=O)=O)=CC=1.C(=O)([O-])O.[Na+].[Cl-].[Na+], predict the reaction product. The product is: [OH:31][NH:30][C:28](=[O:29])[C@:23]([N:22]([C:20](=[O:21])[C:19]1[CH:40]=[CH:41][C:16]([C:15]#[C:14][C:11]2[CH:10]=[CH:9][C:8]([CH:2]([OH:1])[CH2:3][O:4][CH2:5][CH2:6][OH:7])=[CH:13][CH:12]=2)=[CH:17][CH:18]=1)[CH3:39])([CH3:38])[C:24]([NH:26][CH3:27])=[O:25]. (6) Given the reactants Cl[C:2]1[C:3]([C:22]2[C:27]([CH3:28])=[CH:26][C:25]([CH3:29])=[CH:24][N:23]=2)=[CH:4][C:5]([N:8]2[CH2:13][CH2:12][N:11]([C:14](=[O:21])[CH2:15][CH2:16][S:17]([CH3:20])(=[O:19])=[O:18])[CH2:10][CH2:9]2)=[N:6][CH:7]=1.[NH4+].[OH-], predict the reaction product. The product is: [CH3:28][C:27]1[C:22]([C:3]2[CH:2]=[CH:7][N:6]=[C:5]([N:8]3[CH2:9][CH2:10][N:11]([C:14](=[O:21])[CH2:15][CH2:16][S:17]([CH3:20])(=[O:18])=[O:19])[CH2:12][CH2:13]3)[CH:4]=2)=[N:23][CH:24]=[C:25]([CH3:29])[CH:26]=1.